Dataset: Reaction yield outcomes from USPTO patents with 853,638 reactions. Task: Predict the reaction yield, written as a fraction of the theoretical maximum amount of product (1.0 means a 100% yield; for example, 0.34 means a 34% yield). (1) The reactants are C(O[C:6]([N:8]1[CH2:13][CH2:12][N:11](C2C(=O)N(CC(C)C)N=C(C3C=CC(C)=C(F)C=3)C=2C)[CH2:10][CH2:9]1)=O)(C)(C)C.[Cl:34][C:35]1[CH:62]=[CH:61][C:38]([CH2:39][N:40]2[C:45](=[O:46])[C:44]([CH2:47]OS(C)(=O)=O)=[CH:43][C:42]([C:53]3[CH:58]=[CH:57][C:56]([F:59])=[C:55]([CH3:60])[CH:54]=3)=[N:41]2)=[CH:37][CH:36]=1. No catalyst specified. The product is [Cl:34][C:35]1[CH:62]=[CH:61][C:38]([CH2:39][N:40]2[C:45](=[O:46])[C:44]([CH2:47][N:11]3[CH2:12][CH2:13][N:8]([CH3:6])[CH2:9][CH2:10]3)=[CH:43][C:42]([C:53]3[CH:58]=[CH:57][C:56]([F:59])=[C:55]([CH3:60])[CH:54]=3)=[N:41]2)=[CH:37][CH:36]=1. The yield is 0.587. (2) The reactants are Cl[C:2]1[CH:11]=[C:10]2[C:5]([CH:6]=[C:7]([NH:12][C:13](=[O:19])[O:14][C:15]([CH3:18])([CH3:17])[CH3:16])[N:8]=[CH:9]2)=[CH:4][N:3]=1.[CH3:20][C:21]1[CH:26]=[CH:25][N:24]=[CH:23][C:22]=1B(O)O.C(=O)([O-])[O-].[Na+].[Na+]. The catalyst is C(#N)C.C(OCC)(=O)C.CC(P(C(C)(C)C)C1C=CC(N(C)C)=CC=1)(C)C.CC(P(C(C)(C)C)C1C=CC(N(C)C)=CC=1)(C)C.Cl[Pd]Cl. The product is [CH3:20][C:21]1[CH:26]=[CH:25][N:24]=[CH:23][C:22]=1[C:2]1[CH:11]=[C:10]2[C:5]([CH:6]=[C:7]([NH:12][C:13](=[O:19])[O:14][C:15]([CH3:18])([CH3:17])[CH3:16])[N:8]=[CH:9]2)=[CH:4][N:3]=1. The yield is 0.340.